From a dataset of Experimentally validated miRNA-target interactions with 360,000+ pairs, plus equal number of negative samples. Binary Classification. Given a miRNA mature sequence and a target amino acid sequence, predict their likelihood of interaction. (1) The miRNA is mmu-let-7g-5p with sequence UGAGGUAGUAGUUUGUACAGUU. The protein sequence of the target gene is MASRARRTAKFSSFQPILAQSPRLLLLLLLLSLVSYVSTQAAGPGAALQSLGLSGTSGVPTEEAIVVANRGLRVPFGREVWLDPLRDLVLQVQPGDRCTVTVLDNDALAQRPGHLSPKRFACDYGPGEVRYSHLGARSPSRDRVRLQLRYDAPGGAIVLPLALEVEVVFTQLEIVTRNLPLVVEELLGTSNALDDRSLEFAYQPETEECRVGILSGLSALPRYGELLHYPQVQGGAGDRGTSKTLLMDCKAFQELGVRYRHTAPSRSPNRDWLPMVVELHSRGAPEGSPALKREHFQVLV.... Result: 0 (no interaction). (2) Result: 0 (no interaction). The miRNA is hsa-miR-4423-5p with sequence AGUUGCCUUUUUGUUCCCAUGC. The protein sequence of the target gene is MTDSDDTTCKRYIKMITNIVILSLIICISLAFWIMSMTASTYYGNFRPVSPWRWLFSVVVPVVIACNGFKKKSLDHSGALGGLVVGFILTIANFSFFTSLMTFFLSSSKLTKWRGNIKKQLDSEYKEGGQRNWVQVFCNGAVPTELALLYMIENGPGEMPIDFSKQHTASWMCLSLLAALASSAGDTWASEVAPVLSKSSPRLITTWEKVPVGTNGGVTAVGLASSLLGGTFVGLAYFLTQLVFVNDLDISAPQWPIIAFGGVAGLFGSLVDSFLGATMQFSGLDERTGLVVSSPTQETK.... (3) The protein sequence of the target gene is MSENSTFSTEDSCNSSYKPHASNLRRAGKTCSWASYMTNSPTLIVMIGLPARGKTYVSKKLTRYLNWIGVPTKVFNLGVYRREAVKSYQSYDFFRHDNEEAMKIRKQCALVALEDVKAYFTEESGQIAVFDATNTTRERRDMILNFAKQNAFKVFFVESVCDDPDVIAANILEVKVSSPDYPERNRENVMEDFLKRIECYKVTYQPLDPDNYDKDLSFIKVMNVGQRFLVNRVQDYIQSKIVYYLMNIHVHPRTIYLCRHGESEFNLLGKIGGDSGLSVRGKQFAHALKKFLEEQEIQDL.... Result: 1 (interaction). The miRNA is mmu-miR-377-3p with sequence AUCACACAAAGGCAACUUUUGU.